From a dataset of Forward reaction prediction with 1.9M reactions from USPTO patents (1976-2016). Predict the product of the given reaction. (1) Given the reactants [NH2:1][C:2]1[N:3]([CH2:24][C:25]([F:28])([F:27])[F:26])[C:4](=[O:23])[C:5]2([C:15]3[C:10](=[CH:11][CH:12]=[C:13](Br)[CH:14]=3)[O:9][CH:8]([C:17]3[CH:22]=[CH:21][CH:20]=[CH:19][CH:18]=3)[CH2:7]2)[N:6]=1.[C:29]([C:31]1[CH:32]=[C:33](B(O)O)[CH:34]=[CH:35][CH:36]=1)#[N:30], predict the reaction product. The product is: [NH2:1][C:2]1[N:3]([CH2:24][C:25]([F:28])([F:27])[F:26])[C:4](=[O:23])[C:5]2([C:15]3[C:10](=[CH:11][CH:12]=[C:13]([C:35]4[CH:36]=[C:31]([CH:32]=[CH:33][CH:34]=4)[C:29]#[N:30])[CH:14]=3)[O:9][CH:8]([C:17]3[CH:22]=[CH:21][CH:20]=[CH:19][CH:18]=3)[CH2:7]2)[N:6]=1. (2) Given the reactants [CH2:1]([O:3][C:4](=[O:20])[C:5]1[CH:10]=[CH:9][C:8]([NH:11]N=C2CCCNC2=O)=[CH:7][CH:6]=1)[CH3:2].[CH:21]([OH:23])=O, predict the reaction product. The product is: [CH2:1]([O:3][C:4]([C:5]1[CH:6]=[C:7]2[C:8](=[CH:9][CH:10]=1)[NH:11][C:5]1[C:21](=[O:23])[NH:11][CH2:8][CH2:7][C:6]2=1)=[O:20])[CH3:2]. (3) Given the reactants F[C:2](F)(F)[C:3]1([C:6]2[O:10][N:9]=[C:8]([NH:11][C:12](=[O:20])OC3C=CC=CC=3)[CH:7]=2)[CH2:5][CH2:4]1.[NH2:23][C:24]1[CH:29]=[CH:28][C:27]([C:30]2[CH:31]=[CH:32][C:33]([NH2:36])=[N:34][CH:35]=2)=[CH:26][C:25]=1[O:37][CH3:38].Cl.NC1C=CC(C2C=CC(NCCN3CCOCC3)=NC=2)=CC=1, predict the reaction product. The product is: [NH2:36][C:33]1[N:34]=[CH:35][C:30]([C:27]2[CH:28]=[CH:29][C:24]([NH:23][C:12]([NH:11][C:8]3[CH:7]=[C:6]([C:3]([CH3:2])([CH3:4])[CH3:5])[O:10][N:9]=3)=[O:20])=[C:25]([O:37][CH3:38])[CH:26]=2)=[CH:31][CH:32]=1. (4) Given the reactants Cl.[NH2:2][C@H:3]([C:6]([OH:8])=[O:7])[CH2:4][SH:5].C([O-])(=O)C.[K+].CO.[C:16]([O:20][C:21]([N:23]1[CH2:28][CH2:27][CH2:26][CH:25]([CH:29]=O)[CH2:24]1)=[O:22])([CH3:19])([CH3:18])[CH3:17], predict the reaction product. The product is: [C:16]([O:20][C:21]([N:23]1[CH2:28][CH2:27][CH2:26][CH:25]([C@@H:29]2[NH:2][CH:3]([C:6]([OH:8])=[O:7])[CH2:4][S:5]2)[CH2:24]1)=[O:22])([CH3:19])([CH3:17])[CH3:18]. (5) Given the reactants [F:1][C:2]1[CH:7]=[CH:6][C:5]([C:8]#[C:9][C:10]2[CH:11]=[C:12]([CH:16]=O)[CH:13]=[N:14][CH:15]=2)=[CH:4][CH:3]=1.[ClH:18].[NH2:19][OH:20].C(=O)([O-])[O-].[K+].[K+], predict the reaction product. The product is: [ClH:18].[F:1][C:2]1[CH:7]=[CH:6][C:5]([C:8]#[C:9][C:10]2[CH:11]=[C:12]([CH:16]=[N:19][OH:20])[CH:13]=[N:14][CH:15]=2)=[CH:4][CH:3]=1. (6) Given the reactants [NH2:1][CH2:2][C:3]([CH3:16])([CH3:15])[C:4]([NH:6][CH2:7][C:8]1[CH:13]=[CH:12][CH:11]=[CH:10][C:9]=1[Cl:14])=[O:5].CCN(C(C)C)C(C)C.[CH2:26]([C:28]1[CH:33]=[CH:32][C:31]([N:34]=[C:35]=[O:36])=[CH:30][CH:29]=1)[CH3:27], predict the reaction product. The product is: [Cl:14][C:9]1[CH:10]=[CH:11][CH:12]=[CH:13][C:8]=1[CH2:7][NH:6][C:4](=[O:5])[C:3]([CH3:16])([CH3:15])[CH2:2][NH:1][C:35]([NH:34][C:31]1[CH:32]=[CH:33][C:28]([CH2:26][CH3:27])=[CH:29][CH:30]=1)=[O:36]. (7) Given the reactants [C:1](=[O:13])([O:11][CH3:12])[O:2][C:3]1[CH:8]=[CH:7][C:6]([F:9])=[CH:5][C:4]=1[Br:10].OS(O)(=O)=O.[N+:19]([O-])([O-:21])=[O:20].[K+], predict the reaction product. The product is: [C:1](=[O:13])([O:11][CH3:12])[O:2][C:3]1[CH:8]=[C:7]([N+:19]([O-:21])=[O:20])[C:6]([F:9])=[CH:5][C:4]=1[Br:10].